Task: Binary Classification. Given a drug SMILES string, predict its activity (active/inactive) in a high-throughput screening assay against a specified biological target.. Dataset: HIV replication inhibition screening data with 41,000+ compounds from the AIDS Antiviral Screen The drug is COc1ccc(CC2COC(=O)C2Cc2ccccc2)cc1OC. The result is 0 (inactive).